Dataset: NCI-60 drug combinations with 297,098 pairs across 59 cell lines. Task: Regression. Given two drug SMILES strings and cell line genomic features, predict the synergy score measuring deviation from expected non-interaction effect. (1) Drug 1: CC1C(C(CC(O1)OC2CC(CC3=C2C(=C4C(=C3O)C(=O)C5=C(C4=O)C(=CC=C5)OC)O)(C(=O)CO)O)N)O.Cl. Drug 2: CC1=C(C(=O)C2=C(C1=O)N3CC4C(C3(C2COC(=O)N)OC)N4)N. Cell line: HT29. Synergy scores: CSS=36.5, Synergy_ZIP=-0.747, Synergy_Bliss=2.10, Synergy_Loewe=-8.78, Synergy_HSA=3.42. (2) Drug 1: COC1=C(C=C2C(=C1)N=CN=C2NC3=CC(=C(C=C3)F)Cl)OCCCN4CCOCC4. Synergy scores: CSS=16.1, Synergy_ZIP=-7.67, Synergy_Bliss=-4.28, Synergy_Loewe=-1.97, Synergy_HSA=-1.76. Drug 2: CCCCC(=O)OCC(=O)C1(CC(C2=C(C1)C(=C3C(=C2O)C(=O)C4=C(C3=O)C=CC=C4OC)O)OC5CC(C(C(O5)C)O)NC(=O)C(F)(F)F)O. Cell line: RXF 393.